This data is from Full USPTO retrosynthesis dataset with 1.9M reactions from patents (1976-2016). The task is: Predict the reactants needed to synthesize the given product. Given the product [O:28]1[C:37]2[CH:36]=[C:35]([CH2:38][N:39]([CH:47]3[CH2:52][CH2:51][N:50]([CH2:12][C:13]4([OH:27])[C:17]5=[C:18]([F:26])[CH:19]=[N:20][C:21]6[CH:22]=[CH:23][C:24](=[O:25])[N:15]([C:16]=65)[CH2:14]4)[CH2:49][CH2:48]3)[C:40](=[O:46])[O:41][C:42]([CH3:45])([CH3:44])[CH3:43])[N:34]=[CH:33][C:32]=2[O:31][CH2:30][CH2:29]1, predict the reactants needed to synthesize it. The reactants are: CC1C=CC(S(O[CH2:12][C:13]2([OH:27])[C:17]3=[C:18]([F:26])[CH:19]=[N:20][C:21]4[CH:22]=[CH:23][C:24](=[O:25])[N:15]([C:16]=43)[CH2:14]2)(=O)=O)=CC=1.[O:28]1[C:37]2[CH:36]=[C:35]([CH2:38][N:39]([CH:47]3[CH2:52][CH2:51][NH:50][CH2:49][CH2:48]3)[C:40](=[O:46])[O:41][C:42]([CH3:45])([CH3:44])[CH3:43])[N:34]=[CH:33][C:32]=2[O:31][CH2:30][CH2:29]1.C(=O)([O-])[O-].[Na+].[Na+].